Dataset: Catalyst prediction with 721,799 reactions and 888 catalyst types from USPTO. Task: Predict which catalyst facilitates the given reaction. (1) The catalyst class is: 2. Reactant: [CH3:1][NH:2][C@H:3]1[C:11]2[C:6](=[CH:7][CH:8]=[C:9]([C:12]([O:14][CH3:15])=[O:13])[CH:10]=2)[CH2:5][CH2:4]1.[CH:16]1([CH2:21][CH2:22][C:23](Cl)=[O:24])[CH2:20][CH2:19][CH2:18][CH2:17]1. Product: [CH:16]1([CH2:21][CH2:22][C:23]([N:2]([C@H:3]2[C:11]3[C:6](=[CH:7][CH:8]=[C:9]([C:12]([O:14][CH3:15])=[O:13])[CH:10]=3)[CH2:5][CH2:4]2)[CH3:1])=[O:24])[CH2:20][CH2:19][CH2:18][CH2:17]1. (2) Reactant: [CH3:1][C:2]1([CH3:15])[C@@H:6]2[CH2:7][CH2:8][C@@H:9]([C:11]([OH:13])=O)[CH2:10][N:5]2[C:4](=[O:14])[O:3]1.C(Cl)(C(Cl)=O)=O.Cl.[Cl:23][C:24]1[C:25]([CH2:30][NH2:31])=[N:26][CH:27]=[CH:28][N:29]=1. Product: [Cl:23][C:24]1[C:25]([CH2:30][NH:31][C:11]([C@H:9]2[CH2:10][N:5]3[C:4](=[O:14])[O:3][C:2]([CH3:1])([CH3:15])[C@@H:6]3[CH2:7][CH2:8]2)=[O:13])=[N:26][CH:27]=[CH:28][N:29]=1. The catalyst class is: 59. (3) Reactant: [Cl:1][CH2:2][CH2:3][CH2:4][C:5]1[S:9][C:8]([C:10]2[CH:15]=[CH:14][CH:13]=[CH:12][CH:11]=2)=[N:7][C:6]=1[C:16](Cl)=[O:17].CCN(C(C)C)C(C)C.[N:28]1[C:36]2[C:31](=[N:32][CH:33]=[CH:34][CH:35]=2)[S:30][C:29]=1[C:37]1[CH:43]=[CH:42][CH:41]=[CH:40][C:38]=1[NH2:39]. Product: [Cl:1][CH2:2][CH2:3][CH2:4][C:5]1[S:9][C:8]([C:10]2[CH:15]=[CH:14][CH:13]=[CH:12][CH:11]=2)=[N:7][C:6]=1[C:16]([NH:39][C:38]1[CH:40]=[CH:41][CH:42]=[CH:43][C:37]=1[C:29]1[S:30][C:31]2[C:36]([N:28]=1)=[CH:35][CH:34]=[CH:33][N:32]=2)=[O:17]. The catalyst class is: 23. (4) Reactant: [NH2:1][C:2]1[N:10]=[CH:9][N:8]=[C:7]2[C:3]=1[N:4]=[C:5]([S:35][C:36]1[C:44]([Br:45])=[CH:43][C:39]3[O:40][CH2:41][O:42][C:38]=3[CH:37]=1)[N:6]2[C:11]1[CH:34]=[CH:33][C:14]([CH2:15][C@@H:16]([C:25]([O:27][CH:28]2[CH2:32][CH2:31][CH2:30][CH2:29]2)=[O:26])[NH:17]C(OC(C)(C)C)=O)=[CH:13][CH:12]=1.C(O)(C(F)(F)F)=O.CO.C(Cl)Cl. Product: [NH2:1][C:2]1[N:10]=[CH:9][N:8]=[C:7]2[C:3]=1[N:4]=[C:5]([S:35][C:36]1[C:44]([Br:45])=[CH:43][C:39]3[O:40][CH2:41][O:42][C:38]=3[CH:37]=1)[N:6]2[C:11]1[CH:12]=[CH:13][C:14]([CH2:15][C@@H:16]([C:25]([O:27][CH:28]2[CH2:32][CH2:31][CH2:30][CH2:29]2)=[O:26])[NH2:17])=[CH:33][CH:34]=1. The catalyst class is: 2. (5) Reactant: [F:1][C:2]([F:16])([F:15])[C:3]([NH:5][CH2:6][CH2:7][C:8]1[CH:13]=[CH:12][C:11]([Cl:14])=[CH:10][CH:9]=1)=[O:4].[B-](F)(F)(F)F.C1C=CN=CC=1.C1C=CN=CC=1.[IH2+:34].C(S(O)(=O)=O)(F)(F)F. Product: [F:16][C:2]([F:1])([F:15])[C:3]([NH:5][CH2:6][CH2:7][C:8]1[CH:13]=[CH:12][C:11]([Cl:14])=[CH:10][C:9]=1[I:34])=[O:4]. The catalyst class is: 4. (6) Reactant: [C:1]([O:5][C:6]([N:8]1[C:16]2[C:11](=[CH:12][CH:13]=[C:14]([OH:17])[CH:15]=2)[CH:10]=[C:9]1[C:18]1[CH:23]=[C:22]([C:24]2[CH:29]=[CH:28][N:27]=[CH:26][CH:25]=2)[N:21]=[N:20][C:19]=1[O:30][CH3:31])=[O:7])([CH3:4])([CH3:3])[CH3:2].C1(P(C2C=CC=CC=2)C2C=CC=CC=2)C=CC=CC=1.[CH3:51][N:52]([CH3:56])[CH2:53][CH2:54]O.N(C(OCC)=O)=NC(OCC)=O. Product: [C:1]([O:5][C:6]([N:8]1[C:16]2[C:11](=[CH:12][CH:13]=[C:14]([O:17][CH2:54][CH2:53][N:52]([CH3:56])[CH3:51])[CH:15]=2)[CH:10]=[C:9]1[C:18]1[CH:23]=[C:22]([C:24]2[CH:25]=[CH:26][N:27]=[CH:28][CH:29]=2)[N:21]=[N:20][C:19]=1[O:30][CH3:31])=[O:7])([CH3:4])([CH3:3])[CH3:2]. The catalyst class is: 247. (7) Reactant: [CH:1]([C@@H:4]1[NH:9][C:8](=O)[C@H:7]([CH:11]([CH3:13])[CH3:12])[NH:6][C:5]1=O)([CH3:3])[CH3:2].B.C1COCC1. Product: [CH:11]([C@H:7]1[CH2:8][NH:9][C@@H:4]([CH:1]([CH3:3])[CH3:2])[CH2:5][NH:6]1)([CH3:13])[CH3:12]. The catalyst class is: 1. (8) Reactant: [F:1][C:2]1[C:9]([F:10])=[CH:8][CH:7]=[C:6]([F:11])[C:3]=1[CH2:4]Br.[Cl:12][C:13]1[CH:18]=[CH:17][C:16]([SH:19])=[CH:15][CH:14]=1.C(N(CC)CC)C.C(OCC)(=O)C. Product: [Cl:12][C:13]1[CH:18]=[CH:17][C:16]([S:19][CH2:4][C:3]2[C:2]([F:1])=[C:9]([F:10])[CH:8]=[CH:7][C:6]=2[F:11])=[CH:15][CH:14]=1. The catalyst class is: 20.